Dataset: Forward reaction prediction with 1.9M reactions from USPTO patents (1976-2016). Task: Predict the product of the given reaction. The product is: [CH2:12]([O:14][C:15](=[O:25])[CH2:16][C:17]1[N:9]([CH3:11])[C:6]2[C:7]([C:18]=1[S:19][C:20]([CH3:23])([CH3:22])[CH3:21])=[CH:8][C:3]([O:2][CH3:1])=[CH:4][CH:5]=2)[CH3:13]. Given the reactants [CH3:1][O:2][C:3]1[CH:8]=[CH:7][C:6]([N:9]([CH3:11])N)=[CH:5][CH:4]=1.[CH2:12]([O:14][C:15](=[O:25])[CH2:16][C:17](=O)[CH2:18][S:19][C:20]([CH3:23])([CH3:22])[CH3:21])[CH3:13], predict the reaction product.